Dataset: Experimentally validated miRNA-target interactions with 360,000+ pairs, plus equal number of negative samples. Task: Binary Classification. Given a miRNA mature sequence and a target amino acid sequence, predict their likelihood of interaction. (1) The miRNA is hsa-miR-6822-5p with sequence CAGGGAACCAGUUGGGGCUU. The protein sequence of the target gene is MCKMAIIPDWLRSHPHTRKFTHSRPHSSPCRVYSRNGSPNKFRSSSTTAVANPTLSSLDVKRILFQKITDRGDELQKAFQLLDTGQNLTVSKSELRRIITDFLMPLTREQFQDVLAQIPLSTSGTVPYLAFLSRFGGIDLYINGIKRGGGNEMNCCRTLRELEIQVGEKVFKNIKTVMKAFELIDVNKTGLVRPQELRRVLETFCMKLRDEEYEKFSKHYNIHKDTAVDYNVFLKNLSINNDLNLRYCMGNQEVSLENQQAKNSKKERLLGSASSEDIWRNYSLDEIERNFCLQLSKSYE.... Result: 0 (no interaction). (2) The miRNA is hsa-miR-6875-3p with sequence AUUCUUCCUGCCCUGGCUCCAU. The protein sequence of the target gene is MAEHPPLLDTAQILSSDISLLSAPIVSADGTQQVILVQVNPGEAFTIRREDGQFQCITGPAQVPMMSPNGSVPPIYVPPGYAPQVIEDNGVRRVVVVPQSPEFHPGGHTVIHRSPHPPLPGFIPVPTMMPPPPRHMYSPVTGAGDMATQYMPQYQSSQVYADVDAHSTHGRSNFRDERSSKTYERLQKKLKDRQGTQKDKMSSPPPSPQKCPSPISEHNGLIKGQNASGGNTGSARNRSGRGRSCTQVDPEMEEKDEETKAFEAFLSNIVKPVASDIQARTVLLTWSPPSSFINGEVNET.... Result: 0 (no interaction). (3) The miRNA is hsa-miR-4481 with sequence GGAGUGGGCUGGUGGUU. The protein sequence of the target gene is MTECFLPPTSSPSEHRRVEHGSGLTRTPSSEEISPTKFPGLYRTGEPSPPHDILHEPPDVVSDDEKDHGKKKGKFKKKEKRTEGYAAFQEDSSGDEAESPSKMKRSKGIHVFKKPSFSKKKEKDFKIKEKPKEEKHKEEKHKEEKHKEKKSKDLTAADVVKQWKEKKKKKKPIQEPEVPQIDVPNLKPIFGIPLADAVERTMMYDGIRLPAVFRECIDYVEKYGMKCEGIYRVSGIKSKVDELKAAYDREESTNLEDYEPNTVASLLKQYLRDLPENLLTKELMPRFEEACGRTTETEKV.... Result: 1 (interaction). (4) The miRNA is hsa-miR-3622b-3p with sequence UCACCUGAGCUCCCGUGCCUG. The protein sequence of the target gene is MSNRVVCREASHAGSWYTASGPQLNAQLEGWLSQVQSTKRPARAIIAPHAGYTYCGSCAAHAYKQVDPSVTRRIFILGPSHHVPLSRCALSSVDIYRTPLYDLRIDQKIYGELWKTGMFERMSLQTDEDEHSIEMHLPYTAKAMESHKDEFTIIPVLVGALSESKEQEFGKLFSKYLADPSNLFVVSSDFCHWGQRFRYSYYDESQGEIYRSIEHLDKMGMSIIEQLDPVSFSNYLKKYHNTICGRHPIGVLLNAITELQKNGMNMSFSFLNYAQSSQCRSWQDSSVSYAAGALTVH. Result: 0 (no interaction). (5) The protein sequence of the target gene is MEEVRGENEGKLEKEGKPEDEVEPEDEEKSDEDEKPDKKAKPAPRQGKPEEEAKPDEQGQDEGKPEKQGKSDGEGKRQGESKPDSQAKSASEARAAEKRPAEDYVPRKAKRKTDRGTDDSPKNSQEDLQDRHVSSEEMMRECADMTRAQEELRKRQKMGGFHWVPRDAQDALVPRGPRGVRGVRGGGGRSQRGLHDIPYL. The miRNA is hsa-miR-3129-3p with sequence AAACUAAUCUCUACACUGCUGC. Result: 0 (no interaction). (6) The miRNA is mmu-miR-431-5p with sequence UGUCUUGCAGGCCGUCAUGCA. The protein sequence of the target gene is MATNKSVGVFSSASLAVEYVDSLLPENPLQEPFKNAWVYMLDNYTKFQIATWGSLIVHEAIYFLFSLPGFLFQFIPYMRKYKIQKDKPETFEGQWKCLKKILFNHFFIQLPLICGTYYFTEFFNIPYDWERMPRWYLTLARCLGCAVIEDTWHYFLHRLLHHKRIYKYIHKVHHEFQAPFGIEAEYAHPLETLILGTGFFIGIVLLCDHVILLWAWVTIRLLETIDVHSGYDIPLNPLNLVPFYTGARHHDFHHMNFIGNYASTFTWWDKLFGTDAQYHAYIEKSKKLGKKSD. Result: 0 (no interaction).